This data is from Full USPTO retrosynthesis dataset with 1.9M reactions from patents (1976-2016). The task is: Predict the reactants needed to synthesize the given product. (1) The reactants are: [CH:1]1([N:6]2[C:14]3[C:9](=[CH:10][CH:11]=[C:12](C(O)=O)[CH:13]=3)[C:8]([CH2:18][CH3:19])=[N:7]2)[CH2:5][CH2:4][CH2:3][CH2:2]1.C([N:22](CC)CC)C.C1(P(N=[N+]=[N-])(C2C=CC=CC=2)=O)C=CC=CC=1. Given the product [NH2:22][C:12]1[CH:13]=[C:14]2[C:9]([C:8]([CH2:18][CH3:19])=[N:7][N:6]2[CH:1]2[CH2:5][CH2:4][CH2:3][CH2:2]2)=[CH:10][CH:11]=1, predict the reactants needed to synthesize it. (2) Given the product [Cl:9][C:10]1[N:11]=[C:12]([N:4]([CH3:3])[S:5]([CH3:8])(=[O:7])=[O:6])[C:13]([F:17])=[C:14]([Cl:16])[N:15]=1, predict the reactants needed to synthesize it. The reactants are: [H-].[Na+].[CH3:3][NH:4][S:5]([CH3:8])(=[O:7])=[O:6].[Cl:9][C:10]1[N:15]=[C:14]([Cl:16])[C:13]([F:17])=[C:12](Cl)[N:11]=1.